From a dataset of Reaction yield outcomes from USPTO patents with 853,638 reactions. Predict the reaction yield, written as a fraction of the theoretical maximum amount of product (1.0 means a 100% yield; for example, 0.34 means a 34% yield). (1) The reactants are Cl[C:2]1[CH:7]=[CH:6][CH:5]=[C:4]([CH3:8])[N:3]=1.C([O-])([O-])=O.[K+].[K+].[CH2:15]([SH:22])[C:16]1[CH:21]=[CH:20][CH:19]=[CH:18][CH:17]=1. The catalyst is CS(C)=O. The product is [CH2:15]([S:22][C:2]1[CH:7]=[CH:6][CH:5]=[C:4]([CH3:8])[N:3]=1)[C:16]1[CH:21]=[CH:20][CH:19]=[CH:18][CH:17]=1. The yield is 0.470. (2) The reactants are C(OC(=O)[NH:7][CH:8]([CH2:13][C:14]1[CH:19]=[CH:18][C:17]([N+:20]([O-:22])=[O:21])=[CH:16][CH:15]=1)[C:9](=O)[CH2:10][Br:11])(C)(C)C.[C:24](=[S:32])([NH2:31])[C:25]1[CH:30]=[CH:29][CH:28]=[CH:27][CH:26]=1.C(OCC)C. The catalyst is CC#N. The product is [BrH:11].[N+:20]([C:17]1[CH:16]=[CH:15][C:14]([CH2:13][C@@H:8]([C:9]2[N:31]=[C:24]([C:25]3[CH:30]=[CH:29][CH:28]=[CH:27][CH:26]=3)[S:32][CH:10]=2)[NH2:7])=[CH:19][CH:18]=1)([O-:22])=[O:21]. The yield is 0.630. (3) The reactants are [Cl:1][C:2]1[CH:3]=[C:4]2[C:10]([CH:11]=O)=[CH:9][NH:8][C:5]2=[N:6][CH:7]=1.[Cl-].[OH:14][NH3+:15].C([O-])([O-])=O.[Na+].[Na+]. The catalyst is CCO.O. The product is [Cl:1][C:2]1[CH:3]=[C:4]2[C:10]([CH:11]=[N:15][OH:14])=[CH:9][NH:8][C:5]2=[N:6][CH:7]=1. The yield is 0.920. (4) The reactants are Cl[C:2]1[N:11]=[C:10]([N:12]2[CH2:17][CH2:16][O:15][CH2:14][CH2:13]2)[C:9]2[C:4](=[CH:5][C:6]([C:18]([OH:21])([CH3:20])[CH3:19])=[CH:7][CH:8]=2)[N:3]=1.[CH3:22][N:23]([CH3:51])[C:24](=[O:50])[C:25]1[CH:30]=[CH:29][C:28]([NH:31][C:32]([NH:34][C:35]2[CH:40]=[CH:39][C:38](B3OC(C)(C)C(C)(C)O3)=[CH:37][CH:36]=2)=[O:33])=[CH:27][CH:26]=1.C(=O)([O-])[O-].[Cs+].[Cs+].CN(C=O)C. The catalyst is Cl[Pd](Cl)([P](C1C=CC=CC=1)(C1C=CC=CC=1)C1C=CC=CC=1)[P](C1C=CC=CC=1)(C1C=CC=CC=1)C1C=CC=CC=1.O. The product is [OH:21][C:18]([C:6]1[CH:5]=[C:4]2[C:9]([C:10]([N:12]3[CH2:17][CH2:16][O:15][CH2:14][CH2:13]3)=[N:11][C:2]([C:38]3[CH:37]=[CH:36][C:35]([NH:34][C:32](=[O:33])[NH:31][C:28]4[CH:27]=[CH:26][C:25]([C:24]([N:23]([CH3:51])[CH3:22])=[O:50])=[CH:30][CH:29]=4)=[CH:40][CH:39]=3)=[N:3]2)=[CH:8][CH:7]=1)([CH3:20])[CH3:19]. The yield is 0.0500. (5) The reactants are [C:1]1([S:7](Cl)(=[O:9])=[O:8])[CH:6]=[CH:5][CH:4]=[CH:3][CH:2]=1.[NH:11]1[C:19]2[C:14](=[CH:15][CH:16]=[CH:17][CH:18]=2)[CH2:13][CH2:12]1.CCN(CC)CC. The catalyst is CN(C1C=CN=CC=1)C.C(Cl)Cl. The product is [C:1]1([S:7]([N:11]2[C:19]3[C:14](=[CH:15][CH:16]=[CH:17][CH:18]=3)[CH2:13][CH2:12]2)(=[O:9])=[O:8])[CH:6]=[CH:5][CH:4]=[CH:3][CH:2]=1. The yield is 0.960.